This data is from Catalyst prediction with 721,799 reactions and 888 catalyst types from USPTO. The task is: Predict which catalyst facilitates the given reaction. (1) Reactant: [F:1][C:2]([F:19])([F:18])[CH:3]1[C:12]([C:13]([O:15][CH2:16][CH3:17])=[O:14])=[CH:11][C:10]2[C:5](=[CH:6][CH:7]=[CH:8][CH:9]=2)[O:4]1.[Al+3].[Cl-].[Cl-].[Cl-].[C:24](Cl)(=[O:26])[CH3:25]. Product: [C:24]([C:8]1[CH:9]=[C:10]2[C:5](=[CH:6][CH:7]=1)[O:4][CH:3]([C:2]([F:1])([F:18])[F:19])[C:12]([C:13]([O:15][CH2:16][CH3:17])=[O:14])=[CH:11]2)(=[O:26])[CH3:25]. The catalyst class is: 4. (2) Reactant: [Br:1][C:2]1[CH:11]=[CH:10][C:5]([C:6]([O:8]C)=O)=[CH:4][C:3]=1[CH2:12][CH2:13][CH3:14].[Cl-].[Na+].[CH2:17]([Mg]Br)[CH3:18].[Cl-].[NH4+].O1CC[CH2:25][CH2:24]1. Product: [Br:1][C:2]1[CH:11]=[CH:10][C:5]([C:6]([OH:8])([CH2:17][CH3:18])[CH2:24][CH3:25])=[CH:4][C:3]=1[CH2:12][CH2:13][CH3:14]. The catalyst class is: 757. (3) Product: [CH2:1]([O:8][C:9]1[CH:10]=[C:11]2[C:15](=[CH:16][CH:17]=1)[N:14]([C:18]1[CH:23]=[CH:22][C:21]([Cl:24])=[C:20]([Cl:25])[CH:19]=1)[CH:13]=[C:12]2[CH2:26][CH:27]1[S:31][C:30](=[O:32])[NH:29][C:28]1=[O:33])[C:2]1[CH:3]=[CH:4][CH:5]=[CH:6][CH:7]=1. Reactant: [CH2:1]([O:8][C:9]1[CH:10]=[C:11]2[C:15](=[CH:16][CH:17]=1)[N:14]([C:18]1[CH:23]=[CH:22][C:21]([Cl:24])=[C:20]([Cl:25])[CH:19]=1)[CH:13]=[C:12]2[CH:26]=[C:27]1[S:31][C:30](=[O:32])[NH:29][C:28]1=[O:33])[C:2]1[CH:7]=[CH:6][CH:5]=[CH:4][CH:3]=1.CC1NC(C)=C(C(OCC)=O)CC=1C(OCC)=O. The catalyst class is: 11.